This data is from Full USPTO retrosynthesis dataset with 1.9M reactions from patents (1976-2016). The task is: Predict the reactants needed to synthesize the given product. (1) Given the product [Cl:1][C:2]1[C:3]([C:14]([F:17])([F:16])[F:15])=[N:4][N:5]([CH:8]([CH2:12][CH3:13])[C:9]([N:29]2[CH2:30][CH2:31][CH2:32][C:33]3[N:25]([C:22]4[CH:23]=[CH:24][C:19]([F:18])=[CH:20][CH:21]=4)[N:26]=[CH:27][C:28]2=3)=[O:11])[C:6]=1[CH3:7], predict the reactants needed to synthesize it. The reactants are: [Cl:1][C:2]1[C:3]([C:14]([F:17])([F:16])[F:15])=[N:4][N:5]([CH:8]([CH2:12][CH3:13])[C:9]([OH:11])=O)[C:6]=1[CH3:7].[F:18][C:19]1[CH:24]=[CH:23][C:22]([N:25]2[C:33]3[CH2:32][CH2:31][CH2:30][NH:29][C:28]=3[CH:27]=[N:26]2)=[CH:21][CH:20]=1. (2) Given the product [Si:14]([O:13][CH2:12][CH2:11][O:10][C:3]1[CH:4]=[CH:5][C:6]([CH:8]=[O:9])=[N:7][C:2]=1[C:27]1[CH:28]=[CH:29][C:24]([S:22]([CH3:21])=[O:23])=[CH:25][CH:26]=1)([C:17]([CH3:20])([CH3:19])[CH3:18])([CH3:16])[CH3:15], predict the reactants needed to synthesize it. The reactants are: Br[C:2]1[N:7]=[C:6]([CH:8]=[O:9])[CH:5]=[CH:4][C:3]=1[O:10][CH2:11][CH2:12][O:13][Si:14]([C:17]([CH3:20])([CH3:19])[CH3:18])([CH3:16])[CH3:15].[CH3:21][S:22]([C:24]1[CH:29]=[CH:28][C:27](B(O)O)=[CH:26][CH:25]=1)=[O:23].C([O-])([O-])=O.[Na+].[Na+]. (3) Given the product [C:4]([O:8][C:9]([N:11]([CH2:34][C:35]([O:37][C:38]([CH3:40])([CH3:39])[CH3:41])=[O:36])[C:12]1[CH:17]=[CH:16][CH:15]=[C:14]([CH:18]([S:49]([C:45]2[CH:46]=[CH:47][CH:48]=[C:43]([F:42])[CH:44]=2)(=[O:51])=[O:50])[NH:19][CH2:20][C:21]2[CH:26]=[CH:25][C:24]([C:27]([CH3:33])([CH3:32])[CH2:28][CH2:29][CH2:30][CH3:31])=[CH:23][CH:22]=2)[N:13]=1)=[O:10])([CH3:7])([CH3:5])[CH3:6], predict the reactants needed to synthesize it. The reactants are: C(Cl)Cl.[C:4]([O:8][C:9]([N:11]([CH2:34][C:35]([O:37][C:38]([CH3:41])([CH3:40])[CH3:39])=[O:36])[C:12]1[CH:17]=[CH:16][CH:15]=[C:14]([CH2:18][NH:19][CH2:20][C:21]2[CH:26]=[CH:25][C:24]([C:27]([CH3:33])([CH3:32])[CH2:28][CH2:29][CH2:30][CH3:31])=[CH:23][CH:22]=2)[N:13]=1)=[O:10])([CH3:7])([CH3:6])[CH3:5].[F:42][C:43]1[CH:44]=[C:45]([S:49](Cl)(=[O:51])=[O:50])[CH:46]=[CH:47][CH:48]=1.C(N(CC)CC)C. (4) Given the product [OH:27][C:22]1[CH:21]=[CH:20][N:19]=[C:18]([NH:1][CH2:2][CH2:3][CH:4]2[CH2:9][CH2:8][CH2:7][CH2:6][N:5]2[C:10]([O:12][C:13]([CH3:16])([CH3:15])[CH3:14])=[O:11])[C:23]=1[N+:24]([O-:26])=[O:25], predict the reactants needed to synthesize it. The reactants are: [NH2:1][CH2:2][CH2:3][CH:4]1[CH2:9][CH2:8][CH2:7][CH2:6][N:5]1[C:10]([O:12][C:13]([CH3:16])([CH3:15])[CH3:14])=[O:11].Cl[C:18]1[C:23]([N+:24]([O-:26])=[O:25])=[C:22]([OH:27])[CH:21]=[CH:20][N:19]=1.CCN(C(C)C)C(C)C. (5) Given the product [Br:19][C:12]1[CH:11]=[C:10]2[C:15]([O:16][C:17]3[CH:18]=[C:5]([C:3]([OH:4])=[O:2])[CH:6]=[CH:7][C:8]=3[C:9]2=[O:20])=[CH:14][CH:13]=1, predict the reactants needed to synthesize it. The reactants are: C[O:2][C:3]([C:5]1[CH:6]=[CH:7][C:8]2[C:9](=[O:20])[C:10]3[C:15]([O:16][C:17]=2[CH:18]=1)=[CH:14][CH:13]=[C:12]([Br:19])[CH:11]=3)=[O:4].COC(C1C=CC2C(=O)C3C(OC=2C=1)=CC=CC=3)=O. (6) Given the product [CH:1]1([CH2:4][O:5][C:6]2[N:11]=[C:10]([C:12]([N:24]3[CH2:25][CH2:26][O:27][CH2:28][C:23]43[CH2:21][CH2:22]4)=[O:14])[CH:9]=[N:8][C:7]=2[N:15]2[CH2:18][C:17]([F:20])([F:19])[CH2:16]2)[CH2:2][CH2:3]1, predict the reactants needed to synthesize it. The reactants are: [CH:1]1([CH2:4][O:5][C:6]2[N:11]=[C:10]([C:12]([OH:14])=O)[CH:9]=[N:8][C:7]=2[N:15]2[CH2:18][C:17]([F:20])([F:19])[CH2:16]2)[CH2:3][CH2:2]1.[CH2:21]1[C:23]2([CH2:28][O:27][CH2:26][CH2:25][NH:24]2)[CH2:22]1. (7) Given the product [C:15]([C:12]1[CH:13]=[CH:14][C:9]([O:8][CH2:7][C:6]([OH:5])=[O:19])=[C:10]([C:17]#[C:18][C:21]2[CH:26]=[N:25][CH:24]=[C:23]([S:27]([NH:30][CH2:31][CH2:32][OH:33])(=[O:29])=[O:28])[CH:22]=2)[CH:11]=1)#[N:16], predict the reactants needed to synthesize it. The reactants are: C([O:5][C:6](=[O:19])[CH2:7][O:8][C:9]1[CH:14]=[CH:13][C:12]([C:15]#[N:16])=[CH:11][C:10]=1[C:17]#[CH:18])(C)(C)C.Br[C:21]1[CH:22]=[C:23]([S:27]([NH:30][CH2:31][CH2:32][OH:33])(=[O:29])=[O:28])[CH:24]=[N:25][CH:26]=1. (8) Given the product [C:37]1([C:18]([C:12]2[CH:17]=[CH:16][CH:15]=[CH:14][CH:13]=2)([C:31]2[CH:32]=[CH:33][CH:34]=[CH:35][CH:36]=2)[N:19]2[CH:23]=[N:22][C:21]([CH2:24][CH2:25][C:26]([OH:28])=[O:27])=[N:20]2)[CH:38]=[CH:39][CH:40]=[CH:41][CH:42]=1, predict the reactants needed to synthesize it. The reactants are: N1C=NC(CC(OCC)=O)=N1.[C:12]1([C:18]([C:37]2[CH:42]=[CH:41][CH:40]=[CH:39][CH:38]=2)([C:31]2[CH:36]=[CH:35][CH:34]=[CH:33][CH:32]=2)[N:19]2[CH:23]=[N:22][C:21]([CH2:24][CH2:25][C:26]([O:28]CC)=[O:27])=[N:20]2)[CH:17]=[CH:16][CH:15]=[CH:14][CH:13]=1. (9) Given the product [O:31]1[C:36]2[CH:37]=[CH:38][C:39]([CH2:41][N:21]3[CH2:20][CH2:19][C:18]([CH2:17][N:15]([CH3:16])[C:8]4[N:7]=[C:6]([NH2:30])[C:5]5[C:10](=[CH:11][C:12]([O:13][CH3:14])=[C:3]([O:2][CH3:1])[CH:4]=5)[N:9]=4)([C:24]4[CH:29]=[CH:28][CH:27]=[CH:26][CH:25]=4)[CH2:23][CH2:22]3)=[CH:40][C:35]=2[O:34][CH2:33][CH2:32]1, predict the reactants needed to synthesize it. The reactants are: [CH3:1][O:2][C:3]1[CH:4]=[C:5]2[C:10](=[CH:11][C:12]=1[O:13][CH3:14])[N:9]=[C:8]([N:15]([CH2:17][C:18]1([C:24]3[CH:29]=[CH:28][CH:27]=[CH:26][CH:25]=3)[CH2:23][CH2:22][NH:21][CH2:20][CH2:19]1)[CH3:16])[N:7]=[C:6]2[NH2:30].[O:31]1[C:36]2[CH:37]=[CH:38][C:39]([CH:41]=O)=[CH:40][C:35]=2[O:34][CH2:33][CH2:32]1.C(O[BH-](OC(=O)C)OC(=O)C)(=O)C.[Na+].[OH-].[Na+]. (10) Given the product [CH:4]([C:3]1[CH:6]=[C:7]([I:10])[CH:8]=[CH:9][C:2]=1[O:1][C:19](=[O:20])[C:18]1[CH:17]=[CH:16][C:15]([O:14][CH2:13][O:12][CH3:11])=[CH:23][CH:22]=1)=[CH2:5], predict the reactants needed to synthesize it. The reactants are: [OH:1][C:2]1[CH:9]=[CH:8][C:7]([I:10])=[CH:6][C:3]=1[CH:4]=[CH2:5].[CH3:11][O:12][CH2:13][O:14][C:15]1[CH:23]=[CH:22][C:18]([C:19](O)=[O:20])=[CH:17][CH:16]=1.C1CCC(N=C=NC2CCCCC2)CC1.